Task: Regression. Given a peptide amino acid sequence and an MHC pseudo amino acid sequence, predict their binding affinity value. This is MHC class I binding data.. Dataset: Peptide-MHC class I binding affinity with 185,985 pairs from IEDB/IMGT (1) The binding affinity (normalized) is 0.163. The MHC is HLA-A02:02 with pseudo-sequence HLA-A02:02. The peptide sequence is EAFETQSGAL. (2) The peptide sequence is VSTCFKLMLK. The MHC is HLA-A31:01 with pseudo-sequence HLA-A31:01. The binding affinity (normalized) is 0.382.